Dataset: Reaction yield outcomes from USPTO patents with 853,638 reactions. Task: Predict the reaction yield, written as a fraction of the theoretical maximum amount of product (1.0 means a 100% yield; for example, 0.34 means a 34% yield). The reactants are [CH2:1]([C@@H:3]1[CH2:24][O:23][C:6]2=[C:7]3[C:12](=[CH:13][CH:14]=[C:5]2[NH:4]1)[N:11]=[C:10]([O:15][CH:16]([CH3:18])[CH3:17])[CH:9]=[C:8]3[C:19]([F:22])([F:21])[F:20])[CH3:2].C([O-])([O-])=O.[K+].[K+]. The catalyst is CN(C=O)C. The product is [CH2:1]([C@@H:3]1[CH2:24][O:23][C:6]2=[C:7]3[C:12](=[CH:13][CH:14]=[C:5]2[N:4]1[CH2:8][C:7]([CH3:12])=[CH2:6])[N:11]=[C:10]([O:15][CH:16]([CH3:18])[CH3:17])[CH:9]=[C:8]3[C:19]([F:21])([F:22])[F:20])[CH3:2]. The yield is 0.870.